The task is: Predict the reactants needed to synthesize the given product.. This data is from Full USPTO retrosynthesis dataset with 1.9M reactions from patents (1976-2016). (1) The reactants are: Cl[CH2:2][CH2:3][CH2:4][CH2:5][C:6]([C:8]1[C:16]2[C:11](=[CH:12][CH:13]=[CH:14][CH:15]=2)[NH:10][CH:9]=1)=[O:7].[C-:17]#[N:18].[Na+]. Given the product [NH:10]1[C:11]2[C:16](=[CH:15][CH:14]=[CH:13][CH:12]=2)[C:8]([C:6](=[O:7])[CH2:5][CH2:4][CH2:3][CH2:2][C:17]#[N:18])=[CH:9]1, predict the reactants needed to synthesize it. (2) Given the product [CH3:1][O:2][C:3](=[O:28])[C:4]1[CH:9]=[CH:8][C:7]([CH2:10][CH2:11][C:12]([C:14]2[CH:19]=[CH:18][C:17]([Cl:20])=[CH:16][C:15]=2[NH:21][C:22]2[CH:27]=[CH:26][CH:25]=[CH:24][N:23]=2)=[O:13])=[CH:6][CH:5]=1, predict the reactants needed to synthesize it. The reactants are: [CH3:1][O:2][C:3](=[O:28])[C:4]1[CH:9]=[CH:8][C:7](/[CH:10]=[CH:11]/[C:12]([C:14]2[CH:19]=[CH:18][C:17]([Cl:20])=[CH:16][C:15]=2[NH:21][C:22]2[CH:27]=[CH:26][CH:25]=[CH:24][N:23]=2)=[O:13])=[CH:6][CH:5]=1.[H][H]. (3) The reactants are: [F:1][C:2]1[CH:7]=[CH:6][C:5]([C:8]2[N:9]=[CH:10][N:11]3[C:20]=2[CH:19]=[C:18]2[C@@:13]([CH3:26])([C@@H:14]([CH2:21][CH:22](OC)O)[CH2:15][CH2:16][CH2:17]2)[CH2:12]3)=[CH:4][CH:3]=1.[S:27]1[CH:31]=[N:30][N:29]=[C:28]1[NH2:32].C(Cl)Cl.C(O[BH-](OC(=O)C)OC(=O)C)(=O)C.[Na+]. Given the product [F:1][C:2]1[CH:7]=[CH:6][C:5]([C:8]2[N:9]=[CH:10][N:11]3[C:20]=2[CH:19]=[C:18]2[C@@:13]([CH3:26])([C@@H:14]([CH2:21][CH2:22][NH:32][C:28]4[S:27][CH:31]=[N:30][N:29]=4)[CH2:15][CH2:16][CH2:17]2)[CH2:12]3)=[CH:4][CH:3]=1, predict the reactants needed to synthesize it. (4) Given the product [Cl:12][C:13]1[CH:14]=[C:15]2[C:20](=[C:21]([Cl:23])[CH:22]=1)[CH2:19][N:18]([CH3:24])[CH2:17][CH:16]2[C:25]1[CH:26]=[C:27]([S:31]([NH:1][CH2:2][CH2:3][P:4](=[O:11])([O:5][CH2:6][CH3:7])[O:8][CH2:9][CH3:10])(=[O:33])=[O:32])[CH:28]=[CH:29][CH:30]=1, predict the reactants needed to synthesize it. The reactants are: [NH2:1][CH2:2][CH2:3][P:4](=[O:11])([O:8][CH2:9][CH3:10])[O:5][CH2:6][CH3:7].[Cl:12][C:13]1[CH:14]=[C:15]2[C:20](=[C:21]([Cl:23])[CH:22]=1)[CH2:19][N:18]([CH3:24])[CH2:17][CH:16]2[C:25]1[CH:26]=[C:27]([S:31](Cl)(=[O:33])=[O:32])[CH:28]=[CH:29][CH:30]=1. (5) Given the product [Br:2][C:3]1[CH:4]=[C:5]([S:19][C:20]2[CH:29]=[CH:28][C:23]([C:24]([OH:26])=[O:25])=[CH:22][CH:21]=2)[C:6]([NH:9][C:10]2[S:11][C:12]3[C:17]([N:18]=2)=[CH:16][CH:15]=[CH:14][N:13]=3)=[N:7][CH:8]=1, predict the reactants needed to synthesize it. The reactants are: Cl.[Br:2][C:3]1[CH:4]=[C:5]([S:19][C:20]2[CH:29]=[CH:28][C:23]([C:24]([O:26]C)=[O:25])=[CH:22][CH:21]=2)[C:6]([NH:9][C:10]2[S:11][C:12]3[C:17]([N:18]=2)=[CH:16][CH:15]=[CH:14][N:13]=3)=[N:7][CH:8]=1.[OH-].[Na+]. (6) Given the product [OH:1][C:2]1[CH:3]=[CH:4][CH:5]=[C:6]([O:26][CH2:27][C:28]([F:31])([F:30])[F:29])[C:11]=1[C:10]([O:9][CH3:8])=[O:12], predict the reactants needed to synthesize it. The reactants are: [OH:1][C:2]1[C:11]2[C:10](=[O:12])[O:9][C:8](C)(C)O[C:6]=2[CH:5]=[CH:4][CH:3]=1.C(=O)([O-])[O-].[K+].[K+].FC(F)(F)S([O:26][CH2:27][C:28]([F:31])([F:30])[F:29])(=O)=O.Cl. (7) Given the product [C:1]([O:5][C:6](=[O:16])[NH:7][C:8]1[NH:9][N:10]=[C:11]([NH2:13])[CH:12]=1)([CH3:4])([CH3:2])[CH3:3], predict the reactants needed to synthesize it. The reactants are: [C:1]([O:5][C:6](=[O:16])[NH:7][C:8]1[NH:9][N:10]=[C:11]([N+:13]([O-])=O)[CH:12]=1)([CH3:4])([CH3:3])[CH3:2].